Task: Predict the reaction yield, written as a fraction of the theoretical maximum amount of product (1.0 means a 100% yield; for example, 0.34 means a 34% yield).. Dataset: Reaction yield outcomes from USPTO patents with 853,638 reactions (1) The reactants are Br[C:2]1[CH:8]=[CH:7][C:5]([NH2:6])=[C:4]([CH2:9][CH3:10])[CH:3]=1.[CH3:11][PH:12](=[O:14])[CH3:13].P([O-])([O-])([O-])=O.[K+].[K+].[K+]. The catalyst is CN(C=O)C.C([O-])(=O)C.[Pd+2].C([O-])(=O)C.CC1(C)C2C(=C(P(C3C=CC=CC=3)C3C=CC=CC=3)C=CC=2)OC2C(P(C3C=CC=CC=3)C3C=CC=CC=3)=CC=CC1=2. The product is [CH3:11][P:12]([C:2]1[CH:8]=[CH:7][C:5]([NH2:6])=[C:4]([CH2:9][CH3:10])[CH:3]=1)([CH3:13])=[O:14]. The yield is 0.780. (2) The reactants are [NH2:1][C:2]1[N:3]=[C:4]([CH3:21])[C:5]2[C:11](=S)[NH:10][C@@H:9]([C:13]3[CH:18]=[CH:17][C:16]([F:19])=[CH:15][C:14]=3[Br:20])[CH2:8][C:6]=2[N:7]=1.[O:22]1[CH2:27][CH2:26][O:25][CH2:24][C@@H:23]1[CH2:28][O:29][NH2:30]. The catalyst is C1(C)C=CC=CC=1.C([O-])(=O)C.[Hg+2].C([O-])(=O)C. The product is [O:22]1[CH2:27][CH2:26][O:25][CH2:24][C@@H:23]1[CH2:28][O:29]/[N:30]=[C:11]1\[NH:10][C@@H:9]([C:13]2[CH:18]=[CH:17][C:16]([F:19])=[CH:15][C:14]=2[Br:20])[CH2:8][C:6]2[N:7]=[C:2]([NH2:1])[N:3]=[C:4]([CH3:21])[C:5]\1=2. The yield is 0.367. (3) No catalyst specified. The yield is 0.700. The product is [N:34]1[C:33]2[NH:37][CH2:38][CH2:39][C:32]=2[C:31]([N:28]2[CH2:27][CH2:26][CH:25]([C:17]3[N:18]([CH2:20][CH2:21][N:22]([CH3:24])[CH3:23])[CH:19]=[C:15]([C:12]4[CH:13]=[CH:14][C:9]([F:8])=[C:10]([C:49]([F:50])([F:51])[F:52])[CH:11]=4)[N:16]=3)[CH2:30][CH2:29]2)=[N:36][CH:35]=1. The reactants are FC(F)(F)C(O)=O.[F:8][C:9]1[CH:14]=[CH:13][C:12]([C:15]2[N:16]=[C:17]([CH:25]3[CH2:30][CH2:29][N:28]([C:31]4[C:32]5[CH2:39][CH2:38][N:37](CC6C=CC(OC)=CC=6)[C:33]=5[N:34]=[CH:35][N:36]=4)[CH2:27][CH2:26]3)[N:18]([CH2:20][CH2:21][N:22]([CH3:24])[CH3:23])[CH:19]=2)=[CH:11][C:10]=1[C:49]([F:52])([F:51])[F:50].FC(F)(F)C(O)=O. (4) The reactants are [CH3:1][C:2]1([CH3:35])[O:7][CH2:6][C:5]([NH:27][C:28](=[O:34])[O:29][C:30]([CH3:33])([CH3:32])[CH3:31])([CH2:8][N:9]2[C:18]3[C:13](=[CH:14][C:15]([C:19]#[C:20][CH2:21][CH2:22][CH2:23][CH2:24][CH2:25][CH3:26])=[CH:16][CH:17]=3)[CH2:12][CH2:11][CH2:10]2)[CH2:4][O:3]1.C(C1C=C2C(=CC=1)CN(C(C1C=CC=CC=1)(C1C=CC=CC=1)C1C=CC=CC=1)C2)#CCCCCCC. No catalyst specified. The product is [CH3:35][C:2]1([CH3:1])[O:3][CH2:4][C:5]([NH:27][C:28](=[O:34])[O:29][C:30]([CH3:33])([CH3:32])[CH3:31])([CH2:8][N:9]2[C:18]3[C:13](=[CH:14][C:15]([CH2:19][CH2:20][CH2:21][CH2:22][CH2:23][CH2:24][CH2:25][CH3:26])=[CH:16][CH:17]=3)[CH2:12][CH2:11][CH2:10]2)[CH2:6][O:7]1. The yield is 0.900. (5) The reactants are [H-].[Na+].[CH3:3][O:4][C:5]1[C:10]([O:11][CH3:12])=[CH:9][CH:8]=[CH:7][C:6]=1[CH2:13][CH2:14][CH2:15][OH:16].[CH2:17](Br)[C:18]1[CH:23]=[CH:22][CH:21]=[CH:20][CH:19]=1. The catalyst is C1COCC1. The product is [CH2:17]([O:16][CH2:15][CH2:14][CH2:13][C:6]1[CH:7]=[CH:8][CH:9]=[C:10]([O:11][CH3:12])[C:5]=1[O:4][CH3:3])[C:18]1[CH:23]=[CH:22][CH:21]=[CH:20][CH:19]=1. The yield is 0.770. (6) The yield is 0.930. The catalyst is C(OCC)(=O)C.CCCCCC. The product is [OH:21][CH2:11][CH:10]([C:14]1[C:15]([CH3:20])=[CH:16][C:17]([CH3:19])=[CH:18][C:13]=1[OH:12])[C:7]1[CH:6]=[CH:5][C:4]([CH:1]([CH3:3])[CH3:2])=[CH:9][CH:8]=1. The reactants are [CH:1]([C:4]1[CH:9]=[CH:8][C:7]([CH:10]2[C:14]3[C:15]([CH3:20])=[CH:16][C:17]([CH3:19])=[CH:18][C:13]=3[O:12][C:11]2=[O:21])=[CH:6][CH:5]=1)([CH3:3])[CH3:2]. (7) The reactants are [Br:1][C:2]1[CH:16]=[C:15](/[CH:17]=[CH:18]/[CH:19]([C:24]2[CH:29]=[C:28]([Cl:30])[C:27]([Cl:31])=[C:26]([Cl:32])[CH:25]=2)[C:20]([F:23])([F:22])[F:21])[CH:14]=[CH:13][C:3]=1[C:4]([NH:6][CH:7]1[CH2:12][CH2:11][NH:10][CH2:9][CH2:8]1)=[O:5]. The catalyst is C1COCC1.C(OCC)(=O)C. The product is [Br:1][C:2]1[CH:16]=[C:15](/[CH:17]=[CH:18]/[CH:19]([C:24]2[CH:25]=[C:26]([Cl:32])[C:27]([Cl:31])=[C:28]([Cl:30])[CH:29]=2)[C:20]([F:23])([F:21])[F:22])[CH:14]=[CH:13][C:3]=1[C:4]([NH:6][CH:7]1[CH2:12][CH2:11][N:10]([CH2:19][C:20]([F:23])([F:22])[F:21])[CH2:9][CH2:8]1)=[O:5]. The yield is 0.440.